Dataset: Experimentally validated miRNA-target interactions with 360,000+ pairs, plus equal number of negative samples. Task: Binary Classification. Given a miRNA mature sequence and a target amino acid sequence, predict their likelihood of interaction. (1) The miRNA is mmu-miR-1895 with sequence CCCCCGAGGAGGACGAGGAGGA. The protein sequence of the target gene is MRDYDEVTAFLGEWGPFQRLIFFLLSASIIPNGFTGLSSVFLIATPEHRCRVPDAANLSSAWRNHTVPLRLRDGREVPHSCRRYRLATIANFSALGLEPGRDVDLGQLEQESCLDGWEFSQDVYLSTIVTEWNLVCEDDWKAPLTISLFFVGVLLGSFISGQLSDRFGRKNVLFVTMGMQTGFSFLQIFSKNFEMFVVLFVLVGMGQISNYVAAFVLGTEILGKSVRIIFSTLGVCIFYAFGYMVLPLFAYFIRDWRMLLVALTMPGVLCVALWWFIPESPRWLISQGRFEEAEVIIRKA.... Result: 0 (no interaction). (2) The miRNA is hsa-miR-4802-5p with sequence UAUGGAGGUUCUAGACCAUGUU. The protein sequence of the target gene is MAAPVLRCVRKLLKLVDFTPVPRRYRYKKKWATTEPQFTASRLALQNFDMTYSVQFGDLWPSIRVSLLSEQKYGALVNNFAAWDSVSAKLEQLSAKDFVSEAISHQKLEPESGLSPTPSLDCSPNLRCFTFSRGDVSRFPPARLGSLGLMDYYLMDAASLLPVLALGLQHGDTVLDLCAAPGGKTLALLQTGCCRNLAANDLSTSRTGRLQKVLHSYVPQDIREGNQVRVTSWDGRKWGELEGDTYDRVLVDVPCTTDRHSLHEEENNIFQRSRKKERQMLPMLQVQLLAAGLLATKPGG.... Result: 0 (no interaction).